Dataset: TCR-epitope binding with 47,182 pairs between 192 epitopes and 23,139 TCRs. Task: Binary Classification. Given a T-cell receptor sequence (or CDR3 region) and an epitope sequence, predict whether binding occurs between them. (1) Result: 1 (the TCR binds to the epitope). The TCR CDR3 sequence is CASSELGGPNTEAFF. The epitope is LPRRSGAAGA. (2) The epitope is KPLEFGATSAAL. The TCR CDR3 sequence is CASSQDHNGELFF. Result: 1 (the TCR binds to the epitope).